Dataset: Forward reaction prediction with 1.9M reactions from USPTO patents (1976-2016). Task: Predict the product of the given reaction. (1) Given the reactants [NH2:1][CH2:2][C@@H:3]1[C@H:8]([CH3:9])[CH2:7][CH2:6][CH2:5][N:4]1[C:10]([C:12]1[C:17]([N:18]2[N:22]=[CH:21][CH:20]=[N:19]2)=[CH:16][CH:15]=[CH:14][C:13]=1[CH3:23])=[O:11].F[C:25]1[CH:30]=[CH:29][C:28]([C:31]([F:34])([F:33])[F:32])=[CH:27][N:26]=1, predict the reaction product. The product is: [CH3:9][C@@H:8]1[CH2:7][CH2:6][CH2:5][N:4]([C:10]([C:12]2[C:17]([N:18]3[N:22]=[CH:21][CH:20]=[N:19]3)=[CH:16][CH:15]=[CH:14][C:13]=2[CH3:23])=[O:11])[C@@H:3]1[CH2:2][NH:1][C:25]1[CH:30]=[CH:29][C:28]([C:31]([F:34])([F:33])[F:32])=[CH:27][N:26]=1. (2) Given the reactants [CH2:1]([N:8]1[CH2:13][CH2:12][N:11]([CH2:14][CH2:15][C:16]([NH:18][C:19]2[CH:35]=[CH:34][C:22]3[CH2:23][CH2:24][N:25](C(=O)C(F)(F)F)[CH2:26][CH2:27][C:21]=3[CH:20]=2)=[O:17])[CH2:10][CH2:9]1)[C:2]1[CH:7]=[CH:6][CH:5]=[CH:4][CH:3]=1, predict the reaction product. The product is: [CH2:1]([N:8]1[CH2:13][CH2:12][N:11]([CH2:14][CH2:15][C:16]([NH:18][C:19]2[CH:35]=[CH:34][C:22]3[CH2:23][CH2:24][NH:25][CH2:26][CH2:27][C:21]=3[CH:20]=2)=[O:17])[CH2:10][CH2:9]1)[C:2]1[CH:7]=[CH:6][CH:5]=[CH:4][CH:3]=1. (3) The product is: [OH:1][C:2]1[CH:8]=[C:7]([CH3:9])[CH:6]=[CH:5][C:3]=1[NH:4][C:18]([NH:17][C:12]1[CH:13]=[CH:14][CH:15]=[CH:16][C:11]=1[Br:10])=[O:19]. Given the reactants [OH:1][C:2]1[CH:8]=[C:7]([CH3:9])[CH:6]=[CH:5][C:3]=1[NH2:4].[Br:10][C:11]1[CH:16]=[CH:15][CH:14]=[CH:13][C:12]=1[N:17]=[C:18]=[O:19], predict the reaction product.